Dataset: Catalyst prediction with 721,799 reactions and 888 catalyst types from USPTO. Task: Predict which catalyst facilitates the given reaction. (1) Reactant: C([O:8][C:9]1[CH:14]=[CH:13][C:12]([CH:15]([OH:32])[CH2:16][N:17]2[CH2:22][CH2:21][C:20]([C:24]3[CH:25]=[N:26][C:27]([O:30][CH3:31])=[CH:28][CH:29]=3)([OH:23])[CH2:19][CH2:18]2)=[CH:11][C:10]=1[Cl:33])C1C=CC=CC=1. Product: [ClH:33].[Cl:33][C:10]1[CH:11]=[C:12]([CH:15]([OH:32])[CH2:16][N:17]2[CH2:18][CH2:19][C:20]([C:24]3[CH:25]=[N:26][C:27]([O:30][CH3:31])=[CH:28][CH:29]=3)([OH:23])[CH2:21][CH2:22]2)[CH:13]=[CH:14][C:9]=1[OH:8]. The catalyst class is: 43. (2) Reactant: [ClH:1].[CH3:2][C@H:3]1[CH2:8][CH2:7][C@@H:6]([C:9]([N:11]2[CH2:15][CH2:14][CH2:13][CH2:12]2)=[O:10])[CH2:5][N:4]1C(OC(C)(C)C)=O. Product: [ClH:1].[CH3:2][C@H:3]1[NH:4][CH2:5][C@@H:6]([C:9]([N:11]2[CH2:15][CH2:14][CH2:13][CH2:12]2)=[O:10])[CH2:7][CH2:8]1. The catalyst class is: 28. (3) Reactant: [CH2-]C(C)=O.[O:5]1[C:9]2[CH:10]=[CH:11][CH:12]=[CH:13][C:8]=2[N:7]=[C:6]1[NH:14][CH2:15][C@@H:16]1[C@H:20]([OH:21])[C@H:19]([OH:22])[C@H:18]([N:23]2[CH:31]=[N:30][C:29]3[C:24]2=[N:25][CH:26]=[N:27][C:28]=3[CH:32]2[CH2:36][CH2:35][O:34][CH2:33]2)[O:17]1. Product: [O:5]1[C:9]2[CH:10]=[CH:11][CH:12]=[CH:13][C:8]=2[N:7]=[C:6]1[NH:14][CH2:15][C@@H:16]1[C@H:20]([OH:21])[C@H:19]([OH:22])[C@H:18]([N:23]2[CH:31]=[N:30][C:29]3[C:24]2=[N:25][CH:26]=[N:27][C:28]=3[CH:32]2[CH2:36][CH2:35][O:34][CH2:33]2)[O:17]1. The catalyst class is: 86. (4) Reactant: [OH:1][CH2:2][C@@H:3]1[CH2:8][CH2:7][CH2:6][C@H:5]([NH:9][C:10]2[C:15]([C:16]([O:18][CH2:19][CH3:20])=[O:17])=[CH:14][N:13]=[C:12]3[NH:21][CH:22]=[CH:23][C:11]=23)[CH2:4]1.N1C=CN=C1.Cl[Si:30]([CH:37]([CH3:39])[CH3:38])([CH:34]([CH3:36])[CH3:35])[CH:31]([CH3:33])[CH3:32].O. Product: [CH:31]([Si:30]([CH:37]([CH3:39])[CH3:38])([CH:34]([CH3:36])[CH3:35])[O:1][CH2:2][C@@H:3]1[CH2:8][CH2:7][CH2:6][C@H:5]([NH:9][C:10]2[C:15]([C:16]([O:18][CH2:19][CH3:20])=[O:17])=[CH:14][N:13]=[C:12]3[NH:21][CH:22]=[CH:23][C:11]=23)[CH2:4]1)([CH3:33])[CH3:32]. The catalyst class is: 508. (5) Reactant: [NH2:1][C:2]1[CH:3]=[C:4]([CH:8]=[C:9]([C:11]2[CH2:15][CH2:14][CH2:13][CH:12]=2)[CH:10]=1)[C:5]([OH:7])=[O:6]. Product: [NH2:1][C:2]1[CH:3]=[C:4]([CH:8]=[C:9]([CH:11]2[CH2:12][CH2:13][CH2:14][CH2:15]2)[CH:10]=1)[C:5]([OH:7])=[O:6]. The catalyst class is: 29. (6) Reactant: [NH2:1][C:2]1[CH:17]=[CH:16][C:5]([C:6]([NH:8][C:9]2[CH:14]=[CH:13][C:12]([Br:15])=[CH:11][N:10]=2)=[O:7])=[CH:4][C:3]=1[N+:18]([O-])=O. Product: [NH2:18][C:3]1[CH:4]=[C:5]([CH:16]=[CH:17][C:2]=1[NH2:1])[C:6]([NH:8][C:9]1[CH:14]=[CH:13][C:12]([Br:15])=[CH:11][N:10]=1)=[O:7]. The catalyst class is: 814. (7) Reactant: C[O-].[Na+].C([NH:12][C:13]([NH:15][C:16]1[CH:21]=[C:20]([OH:22])[CH:19]=[C:18]([C:23]([OH:25])=[O:24])[CH:17]=1)=[S:14])(=O)C1C=CC=CC=1. Product: [OH:22][C:20]1[CH:19]=[C:18]([C:23]([OH:25])=[O:24])[CH:17]=[C:16]([NH:15][C:13]([NH2:12])=[S:14])[CH:21]=1. The catalyst class is: 24.